Dataset: Catalyst prediction with 721,799 reactions and 888 catalyst types from USPTO. Task: Predict which catalyst facilitates the given reaction. (1) Reactant: [CH2:1]([C:4]1[C:5](Cl)=[N:6][CH:7]=[C:8]([C:10]([O:19][CH2:20][O:21][CH3:22])([C:15]([F:18])([F:17])[F:16])[C:11]([F:14])([F:13])[F:12])[CH:9]=1)[CH:2]=[CH2:3].[H-].[Na+].[CH3:26][O:27][C:28](=[O:36])[C:29]1[CH:34]=[CH:33][CH:32]=[C:31]([OH:35])[CH:30]=1.O. Product: [F:12][C:11]([F:14])([F:13])[C:10]([C:8]1[CH:9]=[C:4](/[CH:1]=[CH:2]/[CH3:3])[C:5]([O:35][C:31]2[CH:30]=[C:29]([CH:34]=[CH:33][CH:32]=2)[C:28]([O:27][CH3:26])=[O:36])=[N:6][CH:7]=1)([O:19][CH2:20][O:21][CH3:22])[C:15]([F:18])([F:17])[F:16]. The catalyst class is: 9. (2) Reactant: C(OC([N:8]1[C:13]2[CH:14]=[C:15]([Cl:22])[C:16]([N:18]([C:20]#[N:21])[CH3:19])=[CH:17][C:12]=2[O:11][CH:10]([C:23](=[O:42])[N:24]([CH2:26][CH2:27][C:28]([C:40]#[N:41])([CH2:38][CH3:39])[CH2:29]/[C:30](/[CH:36]=[CH2:37])=[CH:31]/[CH:32]=[C:33](/[F:35])\[CH3:34])[CH3:25])[CH2:9]1)=O)(C)(C)C.FC(F)(F)C(O)=O. Product: [C:40]([C:28]([CH2:38][CH3:39])([CH2:29]/[C:30](/[CH:36]=[CH2:37])=[CH:31]/[CH:32]=[C:33](/[F:35])\[CH3:34])[CH2:27][CH2:26][N:24]([CH3:25])[C:23]([CH:10]1[CH2:9][NH:8][C:13]2[CH:14]=[C:15]([Cl:22])[C:16]([N:18]([C:20]#[N:21])[CH3:19])=[CH:17][C:12]=2[O:11]1)=[O:42])#[N:41]. The catalyst class is: 2.